This data is from Full USPTO retrosynthesis dataset with 1.9M reactions from patents (1976-2016). The task is: Predict the reactants needed to synthesize the given product. (1) The reactants are: C[O-].[Na+].[CH3:4][N:5]([CH3:21])[C:6]1[N:10]([CH2:11][C:12]2[CH:17]=[CH:16][CH:15]=[CH:14][C:13]=2[F:18])[N:9]=[C:8]([C:19]#[N:20])[CH:7]=1.[Cl-:22].[NH4+:23].C(O)(=O)C. Given the product [ClH:22].[CH3:4][N:5]([CH3:21])[C:6]1[N:10]([CH2:11][C:12]2[CH:17]=[CH:16][CH:15]=[CH:14][C:13]=2[F:18])[N:9]=[C:8]([C:19](=[NH:23])[NH2:20])[CH:7]=1, predict the reactants needed to synthesize it. (2) Given the product [NH2:8][C:9]1[CH:10]=[CH:11][C:3]([C:1]#[N:2])=[CH:4][C:5]=1[C:6]([OH:18])=[O:15], predict the reactants needed to synthesize it. The reactants are: [C:1]([C:3]1[CH:11]=[CH:10][C:9]2[C:5](=[C:6](SC)C(=O)[N:8]=2)[CH:4]=1)#[N:2].[OH-:15].[K+].C[OH:18]. (3) Given the product [CH3:1][N:2]([CH3:32])[C:3]([C:5]1[N:26]([CH:27]2[CH2:31][CH2:30][CH2:29][CH2:28]2)[C:8]2[N:9]=[C:10]([NH:13][C:14]3[CH:19]=[CH:18][C:17]([N:20]4[CH2:21][CH2:22][N:23]([C:38]([N:33]5[CH2:37][CH2:36][CH2:35][CH2:34]5)=[O:39])[CH2:24][CH2:25]4)=[CH:16][N:15]=3)[N:11]=[CH:12][C:7]=2[CH:6]=1)=[O:4], predict the reactants needed to synthesize it. The reactants are: [CH3:1][N:2]([CH3:32])[C:3]([C:5]1[N:26]([CH:27]2[CH2:31][CH2:30][CH2:29][CH2:28]2)[C:8]2[N:9]=[C:10]([NH:13][C:14]3[CH:19]=[CH:18][C:17]([N:20]4[CH2:25][CH2:24][NH:23][CH2:22][CH2:21]4)=[CH:16][N:15]=3)[N:11]=[CH:12][C:7]=2[CH:6]=1)=[O:4].[N:33]1([C:38](Cl)=[O:39])[CH2:37][CH2:36][CH2:35][CH2:34]1. (4) Given the product [NH2:29][CH2:28][CH:20]([C:11]1[CH:12]=[C:13]([C:16]([F:17])([F:18])[F:19])[CH:14]=[CH:15][C:10]=1[C:8]1[CH:9]=[C:4]([CH:1]([CH3:3])[CH3:2])[CH:5]=[CH:6][C:7]=1[O:22][CH3:23])[OH:21], predict the reactants needed to synthesize it. The reactants are: [CH:1]([C:4]1[CH:5]=[CH:6][C:7]([O:22][CH3:23])=[C:8]([C:10]2[C:11]([CH:20]=[O:21])=[CH:12][C:13]([C:16]([F:19])([F:18])[F:17])=[CH:14][CH:15]=2)[CH:9]=1)([CH3:3])[CH3:2].C[Si]([C:28]#[N:29])(C)C.